This data is from Full USPTO retrosynthesis dataset with 1.9M reactions from patents (1976-2016). The task is: Predict the reactants needed to synthesize the given product. (1) Given the product [F:1][C:2]1[CH:3]=[C:4]([N:9]2[CH2:10][CH2:11][N:12]([CH2:13][C:14]3([C:21]4[CH:26]=[CH:25][C:24]([I:27])=[CH:23][CH:22]=4)[CH2:15][CH2:16][N:17]([CH3:20])[CH2:18][CH2:19]3)[C:29]2=[O:31])[CH:5]=[CH:6][C:7]=1[F:8], predict the reactants needed to synthesize it. The reactants are: [F:1][C:2]1[CH:3]=[C:4]([NH:9][CH2:10][CH2:11][NH:12][CH2:13][C:14]2([C:21]3[CH:26]=[CH:25][C:24]([I:27])=[CH:23][CH:22]=3)[CH2:19][CH2:18][N:17]([CH3:20])[CH2:16][CH2:15]2)[CH:5]=[CH:6][C:7]=1[F:8].Cl[C:29](Cl)([O:31]C(=O)OC(Cl)(Cl)Cl)Cl. (2) The reactants are: [NH2:1][C:2]1[N:6]([C:7]2[CH:12]=[C:11]([NH:13][C:14]3[CH:19]=[CH:18][CH:17]=[CH:16][CH:15]=3)[N:10]=[C:9]([C:20]#[N:21])[N:8]=2)[N:5]=[C:4]([NH:22][C:23]2[CH:28]=[CH:27][CH:26]=[CH:25][CH:24]=2)[N:3]=1.C([O-])([O-])=[O:30].[K+].[K+]. Given the product [NH2:1][C:2]1[N:6]([C:7]2[CH:12]=[C:11]([NH:13][C:14]3[CH:15]=[CH:16][CH:17]=[CH:18][CH:19]=3)[N:10]=[C:9]([C:20]([NH2:21])=[O:30])[N:8]=2)[N:5]=[C:4]([NH:22][C:23]2[CH:28]=[CH:27][CH:26]=[CH:25][CH:24]=2)[N:3]=1, predict the reactants needed to synthesize it. (3) Given the product [Br:27][C:24]1[S:23][C:22]([N:18]2[CH2:19][CH:20]([CH3:21])[N:15]([CH2:14][CH2:13][O:12][C:7]3[CH:6]=[C:5]([CH2:4][C:3]([OH:29])=[O:2])[CH:10]=[CH:9][C:8]=3[CH3:11])[CH:16]([CH3:28])[CH2:17]2)=[N:26][CH:25]=1, predict the reactants needed to synthesize it. The reactants are: C[O:2][C:3](=[O:29])[CH2:4][C:5]1[CH:10]=[CH:9][C:8]([CH3:11])=[C:7]([O:12][CH2:13][CH2:14][N:15]2[CH:20]([CH3:21])[CH2:19][N:18]([C:22]3[S:23][C:24]([Br:27])=[CH:25][N:26]=3)[CH2:17][CH:16]2[CH3:28])[CH:6]=1.[OH-].[Na+].CO.O1CCCC1.